The task is: Predict the reaction yield, written as a fraction of the theoretical maximum amount of product (1.0 means a 100% yield; for example, 0.34 means a 34% yield).. This data is from Reaction yield outcomes from USPTO patents with 853,638 reactions. (1) The reactants are C([O:3][C:4](=[O:30])[CH2:5][C:6]1[CH:7]=[C:8]([C:20]2[CH:25]=[CH:24][C:23]([C:26]([F:29])([F:28])[F:27])=[CH:22][CH:21]=2)[CH:9]=[C:10]([O:12][CH2:13][C:14]2[CH:19]=[CH:18][CH:17]=[CH:16][CH:15]=2)[CH:11]=1)C.O.O[Li].O. The catalyst is C1COCC1. The product is [CH2:13]([O:12][C:10]1[CH:11]=[C:6]([CH2:5][C:4]([OH:30])=[O:3])[CH:7]=[C:8]([C:20]2[CH:25]=[CH:24][C:23]([C:26]([F:28])([F:29])[F:27])=[CH:22][CH:21]=2)[CH:9]=1)[C:14]1[CH:15]=[CH:16][CH:17]=[CH:18][CH:19]=1. The yield is 0.940. (2) The reactants are C(O[CH:4]=[CH:5][CH2:6][CH3:7])C.Cl[C:9](Cl)(Cl)[C:10](Cl)=[O:11].Cl.[CH3:16][NH:17][NH2:18].[CH2:19]([OH:21])[CH3:20]. The catalyst is C(OCC)C.N1C=CC=CC=1. The product is [CH2:6]([C:5]1[C:20]([C:19]([O:11][CH2:10][CH3:9])=[O:21])=[N:18][N:17]([CH3:16])[CH:4]=1)[CH3:7]. The yield is 0.0110. (3) The reactants are [H-].[Na+].[F:3][C:4]1[CH:5]=[C:6]([C:10]2[C:14]([CH2:15][OH:16])=[C:13]([CH3:17])[O:12][N:11]=2)[CH:7]=[CH:8][CH:9]=1.[Cl:18][C:19]1[N:20]=[N:21][C:22](Cl)=[CH:23][CH:24]=1.[Cl-].[Na+]. The catalyst is C1COCC1. The product is [Cl:18][C:19]1[N:20]=[N:21][C:22]([O:16][CH2:15][C:14]2[C:10]([C:6]3[CH:7]=[CH:8][CH:9]=[C:4]([F:3])[CH:5]=3)=[N:11][O:12][C:13]=2[CH3:17])=[CH:23][CH:24]=1. The yield is 0.920. (4) The reactants are [Cl:1][C:2]1[C:11]([CH:12]=O)=[CH:10][C:9]2[C:4](=[CH:5][CH:6]=[CH:7][CH:8]=2)[N:3]=1.[NH3:14].O.II.C1[CH2:22][O:21]CC1. No catalyst specified. The product is [Cl:1][C:2]1[C:11]([C:12]#[N:14])=[CH:10][C:9]2[C:4](=[CH:5][CH:6]=[C:7]([O:21][CH3:22])[CH:8]=2)[N:3]=1. The yield is 0.380. (5) The product is [F:35][C:31]1[CH:30]=[C:29]([N:16]2[CH2:17][CH2:18][CH2:19][CH:15]2[C:13]2[CH:14]=[C:5]([C:3]([N:2]([CH3:27])[CH3:1])=[O:4])[CH:6]=[C:7]3[C:12]=2[O:11][C:10]([N:20]2[CH2:25][CH2:24][O:23][CH2:22][CH2:21]2)=[CH:9][C:8]3=[O:26])[CH:34]=[CH:33][CH:32]=1. The reactants are [CH3:1][N:2]([CH3:27])[C:3]([C:5]1[CH:6]=[C:7]2[C:12](=[C:13]([CH:15]3[CH2:19][CH2:18][CH2:17][NH:16]3)[CH:14]=1)[O:11][C:10]([N:20]1[CH2:25][CH2:24][O:23][CH2:22][CH2:21]1)=[CH:9][C:8]2=[O:26])=[O:4].Br[C:29]1[CH:34]=[CH:33][CH:32]=[C:31]([F:35])[CH:30]=1.CC1(C)C2C=CC=C(P(C3C=CC=CC=3)C3C=CC=CC=3)C=2OC2C1=CC=CC=2P(C1C=CC=CC=1)C1C=CC=CC=1.C(=O)([O-])[O-].[Cs+].[Cs+]. The yield is 0.410. The catalyst is O1CCOCC1.C(O[Pd]OC(=O)C)(=O)C. (6) The reactants are Br[C:2]1[C:7](=[O:8])[N:6]([CH2:9][C:10]2[CH:15]=[CH:14][C:13]([C:16]3[C:17]([C:22]#[N:23])=[CH:18][CH:19]=[CH:20][CH:21]=3)=[CH:12][CH:11]=2)[C:5]([CH2:24][CH2:25][CH3:26])=[N:4][C:3]=1[CH2:27][CH3:28].[NH:29]1[CH2:34][CH2:33][O:32][CH2:31][CH2:30]1. No catalyst specified. The product is [N:29]1([CH:27]([C:3]2[N:4]=[C:5]([CH2:24][CH2:25][CH3:26])[N:6]([CH2:9][C:10]3[CH:15]=[CH:14][C:13]([C:16]4[C:17]([C:22]#[N:23])=[CH:18][CH:19]=[CH:20][CH:21]=4)=[CH:12][CH:11]=3)[C:7](=[O:8])[CH:2]=2)[CH3:28])[CH2:34][CH2:33][O:32][CH2:31][CH2:30]1. The yield is 0.830. (7) The reactants are [Cl:1][C:2]1[CH:3]=[CH:4][C:5]([NH:18][C:19]([CH:21]2[CH2:26][CH2:25]C(=O)[CH2:23][CH2:22]2)=[O:20])=[C:6]([CH:17]=1)[C:7]([NH:9][C:10]1[CH:15]=[CH:14][C:13]([Cl:16])=[CH:12][N:11]=1)=[O:8].[CH3:28][N:29]1[CH2:35][CH2:34][CH2:33][NH:32][CH2:31][CH2:30]1.[BH3-][C:37]#N.[Na+].[ClH:40]. The catalyst is C(Cl)Cl.CO. The product is [ClH:1].[ClH:40].[Cl:1][C:2]1[CH:3]=[CH:4][C:5]([NH:18][C:19]([CH:21]2[CH2:26][CH2:25][CH:28]([N:29]3[CH2:35][CH2:34][CH2:33][N:32]([CH3:37])[CH2:31][CH2:30]3)[CH2:23][CH2:22]2)=[O:20])=[C:6]([CH:17]=1)[C:7]([NH:9][C:10]1[CH:15]=[CH:14][C:13]([Cl:16])=[CH:12][N:11]=1)=[O:8]. The yield is 0.390. (8) The reactants are [NH2:1][C:2]([NH2:4])=[O:3].[CH3:5][C:6](=[C:8]([CH3:10])[CH3:9])[CH3:7].S(=O)(=O)(O)O.[OH-].[Na+]. The catalyst is O.C(O)(=O)C. The product is [CH3:5][C:6]([NH:1][C:2]([NH2:4])=[O:3])([CH:8]([CH3:10])[CH3:9])[CH3:7]. The yield is 0.818.